From a dataset of Full USPTO retrosynthesis dataset with 1.9M reactions from patents (1976-2016). Predict the reactants needed to synthesize the given product. (1) Given the product [C:1]1([C:7]2[N:12]=[C:11]3[CH2:13][CH2:14][CH2:15][N:16]([CH2:17][CH2:18][CH2:19]/[CH:20]=[CH:21]/[CH2:22][C:23]([OH:25])=[O:24])[C:10]3=[N:9][C:8]=2[C:27]2[CH:28]=[CH:29][CH:30]=[CH:31][CH:32]=2)[CH:6]=[CH:5][CH:4]=[CH:3][CH:2]=1, predict the reactants needed to synthesize it. The reactants are: [C:1]1([C:7]2[N:12]=[C:11]3[CH2:13][CH2:14][CH2:15][N:16]([CH2:17][CH2:18][CH2:19]/[CH:20]=[CH:21]/[CH2:22][C:23]([O:25]C)=[O:24])[C:10]3=[N:9][C:8]=2[C:27]2[CH:32]=[CH:31][CH:30]=[CH:29][CH:28]=2)[CH:6]=[CH:5][CH:4]=[CH:3][CH:2]=1.CO.[Li+].[OH-].Cl. (2) The reactants are: Br[C:2]1[CH:7]=[CH:6][CH:5]=[CH:4][C:3]=1[CH2:8][OH:9].C([Li])(C)(C)C.[Br:15][C:16]1[CH:17]=[C:18]2[C:24]([CH:25]=[O:26])=[CH:23][N:22]([CH2:27][O:28][C:29](=[O:34])[C:30]([CH3:33])([CH3:32])[CH3:31])[C:19]2=[N:20][CH:21]=1. Given the product [Br:15][C:16]1[CH:17]=[C:18]2[C:24]([CH:25]([OH:26])[C:2]3[CH:7]=[CH:6][CH:5]=[CH:4][C:3]=3[CH2:8][OH:9])=[CH:23][N:22]([CH2:27][O:28][C:29](=[O:34])[C:30]([CH3:32])([CH3:31])[CH3:33])[C:19]2=[N:20][CH:21]=1, predict the reactants needed to synthesize it. (3) Given the product [CH3:1][O:2][C:3](=[O:26])[C:4]1[CH:9]=[C:8]([C:10]2[O:11][CH:12]=[CH:13][N:14]=2)[CH:7]=[C:6]([N:15]([C:16]([O:18][CH2:19][C:20]2[CH:25]=[CH:24][CH:23]=[CH:22][CH:21]=2)=[O:17])[CH2:38][CH2:37][CH2:36][CH:35]=[CH2:34])[CH:5]=1, predict the reactants needed to synthesize it. The reactants are: [CH3:1][O:2][C:3](=[O:26])[C:4]1[CH:9]=[C:8]([C:10]2[O:11][CH:12]=[CH:13][N:14]=2)[CH:7]=[C:6]([NH:15][C:16]([O:18][CH2:19][C:20]2[CH:25]=[CH:24][CH:23]=[CH:22][CH:21]=2)=[O:17])[CH:5]=1.C(=O)([O-])[O-].[K+].[K+].Br[CH2:34][CH2:35][CH2:36][CH:37]=[CH2:38].O. (4) Given the product [Cl:1][C:2]1[CH:3]=[CH:4][C:5]([O:11][CH3:12])=[C:6]([C:8](=[O:10])[CH3:9])[CH:7]=1, predict the reactants needed to synthesize it. The reactants are: [Cl:1][C:2]1[CH:3]=[CH:4][C:5]([OH:11])=[C:6]([C:8](=[O:10])[CH3:9])[CH:7]=1.[C:12]([O-])([O-])=O.[K+].[K+].CI. (5) The reactants are: [CH:1]1([C:4]([N:6]2[CH2:10][CH2:9][C@@H:8]([CH2:11][NH:12][C:13]3[CH:18]=[CH:17][N:16]=[CH:15][C:14]=3[NH2:19])[CH2:7]2)=[O:5])[CH2:3][CH2:2]1.[NH:20]1[C:28]2[C:23](=[CH:24][CH:25]=[C:26]([C:29]3[CH:36]=[CH:35][C:32]([CH:33]=O)=[CH:31][CH:30]=3)[CH:27]=2)[CH:22]=[N:21]1. Given the product [CH:1]1([C:4]([N:6]2[CH2:10][CH2:9][C@@H:8]([CH2:11][N:12]3[C:13]4[CH:18]=[CH:17][N:16]=[CH:15][C:14]=4[N:19]=[C:33]3[C:32]3[CH:31]=[CH:30][C:29]([C:26]4[CH:27]=[C:28]5[C:23]([CH:22]=[N:21][NH:20]5)=[CH:24][CH:25]=4)=[CH:36][CH:35]=3)[CH2:7]2)=[O:5])[CH2:3][CH2:2]1, predict the reactants needed to synthesize it. (6) The reactants are: F[C:2]1[CH:7]=[CH:6][CH:5]=[CH:4][C:3]=1[CH2:8][C:9](=[O:15])[C:10]([O:12][CH2:13][CH3:14])=[O:11].[Br:16]C1C=C(C=CC=1)CBr.[Mg].C(OCC)(=O)C(OCC)=O. Given the product [Br:16][C:2]1[CH:7]=[CH:6][CH:5]=[CH:4][C:3]=1[CH2:8][C:9](=[O:15])[C:10]([O:12][CH2:13][CH3:14])=[O:11], predict the reactants needed to synthesize it.